Dataset: Forward reaction prediction with 1.9M reactions from USPTO patents (1976-2016). Task: Predict the product of the given reaction. (1) Given the reactants [CH:1]12[CH2:7][CH:4]([O:5][CH2:6]1)[CH2:3][NH:2]2.[N:8]1[O:9][N:10]=[C:11]2[CH:16]=[C:15]([C:17](Cl)=[O:18])[CH:14]=[CH:13][C:12]=12, predict the reaction product. The product is: [N:8]1[O:9][N:10]=[C:11]2[CH:16]=[C:15]([C:17]([N:2]3[CH2:3][CH:4]4[CH2:7][CH:1]3[CH2:6][O:5]4)=[O:18])[CH:14]=[CH:13][C:12]=12. (2) The product is: [Cl:34][C:23]1[CH:24]=[CH:25][C:26]([N:28]2[CH2:33][CH2:32][O:31][CH2:30][CH2:29]2)=[N:27][C:22]=1[F:21]. Given the reactants C(=O)([O-])[O-].[Cs+].[Cs+].FC1C=CC=C(F)N=1.N1CCOCC1.[F:21][C:22]1[N:27]=[C:26]([N:28]2[CH2:33][CH2:32][O:31][CH2:30][CH2:29]2)[CH:25]=[CH:24][CH:23]=1.[Cl:34]C1CC(=O)NC1=O, predict the reaction product. (3) The product is: [N:1]1([S:11]([C:14]2[CH:15]=[C:16]([N:20]3[C:25](=[O:26])[C:24]4=[C:27]([CH:30]([OH:31])[CH3:33])[S:28][CH:29]=[C:23]4[NH:22][C:21]3=[O:32])[CH:17]=[CH:18][CH:19]=2)(=[O:13])=[O:12])[C:10]2[C:5](=[CH:6][CH:7]=[CH:8][CH:9]=2)[CH2:4][CH2:3][CH2:2]1. Given the reactants [N:1]1([S:11]([C:14]2[CH:15]=[C:16]([N:20]3[C:25](=[O:26])[C:24]4=[C:27]([CH:30]=[O:31])[S:28][CH:29]=[C:23]4[NH:22][C:21]3=[O:32])[CH:17]=[CH:18][CH:19]=2)(=[O:13])=[O:12])[C:10]2[C:5](=[CH:6][CH:7]=[CH:8][CH:9]=2)[CH2:4][CH2:3][CH2:2]1.[CH3:33][Mg]Br, predict the reaction product. (4) Given the reactants [NH2:1][CH2:2][C@@H:3]1[CH2:8][CH2:7][CH2:6][N:5]([C:9]2[C:18]3[C:13](=[CH:14][C:15]([CH3:19])=[CH:16][CH:17]=3)[N:12]=[C:11]([C:20]3[C:25]([F:26])=[CH:24][CH:23]=[CH:22][C:21]=3[OH:27])[N:10]=2)[CH2:4]1.C(N(C(C)C)CC)(C)C.Cl[C:38]([O:40][CH2:41][CH3:42])=[O:39], predict the reaction product. The product is: [F:26][C:25]1[CH:24]=[CH:23][CH:22]=[C:21]([OH:27])[C:20]=1[C:11]1[N:10]=[C:9]([N:5]2[CH2:6][CH2:7][CH2:8][C@@H:3]([CH2:2][NH:1][C:38](=[O:39])[O:40][CH2:41][CH3:42])[CH2:4]2)[C:18]2[C:13](=[CH:14][C:15]([CH3:19])=[CH:16][CH:17]=2)[N:12]=1. (5) Given the reactants N[C:2]1[CH:7]=[CH:6][CH:5]=[CH:4][CH:3]=1.[ClH:8].N([O-])=O.[Na+].[C:13]([O:17][CH3:18])(=[O:16])[CH:14]=[CH2:15], predict the reaction product. The product is: [Cl:8][CH:14]([CH2:15][C:2]1[CH:7]=[CH:6][CH:5]=[CH:4][CH:3]=1)[C:13]([O:17][CH3:18])=[O:16].